From a dataset of Full USPTO retrosynthesis dataset with 1.9M reactions from patents (1976-2016). Predict the reactants needed to synthesize the given product. Given the product [F:11][C:7]1[CH:6]=[C:5]([CH:10]=[CH:9][CH:8]=1)[CH2:4][NH:3][O:2][CH3:1], predict the reactants needed to synthesize it. The reactants are: [CH3:1][O:2][N:3]=[CH:4][C:5]1[CH:10]=[CH:9][CH:8]=[C:7]([F:11])[CH:6]=1.C([BH3-])#N.[Na+].